Dataset: Forward reaction prediction with 1.9M reactions from USPTO patents (1976-2016). Task: Predict the product of the given reaction. Given the reactants [Br:1][C:2](=[CH2:8])[CH2:3][CH2:4][CH2:5][CH2:6][OH:7].[C:9]1([CH3:18])[CH:14]=[CH:13][C:12]([C:15](Cl)=[O:16])=[CH:11][CH:10]=1.C(N(CC)CC)C, predict the reaction product. The product is: [Br:1][C:2](=[CH2:8])[CH2:3][CH2:4][CH2:5][CH2:6][O:7][C:15](=[O:16])[C:12]1[CH:13]=[CH:14][C:9]([CH3:18])=[CH:10][CH:11]=1.